Dataset: Reaction yield outcomes from USPTO patents with 853,638 reactions. Task: Predict the reaction yield, written as a fraction of the theoretical maximum amount of product (1.0 means a 100% yield; for example, 0.34 means a 34% yield). (1) The reactants are [OH:1][C:2]1[CH:7]=[CH:6][C:5]([N:8]2[C:13](=[O:14])[C:12]([CH2:15][C:16]3[CH:21]=[CH:20][C:19]([C:22]4[C:23]([C:28]#[N:29])=[CH:24][CH:25]=[CH:26][CH:27]=4)=[CH:18][CH:17]=3)=[C:11]([CH2:30][CH2:31][CH3:32])[N:10]=[C:9]2[CH3:33])=[CH:4][CH:3]=1.[F:34][CH2:35][CH:36](O)[CH3:37].C1(P(C2C=CC=CC=2)C2C=CC=CC=2)C=CC=CC=1.[N:59]([C:60]([O:62]C(C)C)=[O:61])=[N:59][C:60]([O:62]C(C)C)=[O:61]. The catalyst is O1CCCC1.O.C(OCC)(=O)C. The product is [F:34][CH2:35][CH:36]([CH3:37])[O:1][C:2]1[CH:3]=[CH:4][C:5]([N:8]2[C:13](=[O:14])[C:12]([CH2:15][C:16]3[CH:21]=[CH:20][C:19]([C:22]4[CH:27]=[CH:26][CH:25]=[CH:24][C:23]=4[C:28]4[NH:59][C:60](=[O:61])[O:62][N:29]=4)=[CH:18][CH:17]=3)=[C:11]([CH2:30][CH2:31][CH3:32])[N:10]=[C:9]2[CH3:33])=[CH:6][CH:7]=1. The yield is 0.570. (2) The reactants are C[O:2][CH2:3][C@H:4]([CH3:34])[O:5][C:6]1[CH:7]=[C:8]([CH:20]=[C:21]([C:23]2[NH:24][C:25]([C:28]3[O:29][C@@H:30]([CH3:33])[CH2:31][N:32]=3)=[CH:26][CH:27]=2)[CH:22]=1)[O:9][C:10]1[CH:11]=[CH:12][C:13]([C:16]([NH:18][CH3:19])=[O:17])=[N:14][CH:15]=1.B(Br)(Br)Br.C(=O)([O-])O.[Na+]. The catalyst is C(Cl)Cl. The product is [OH:2][CH2:3][C@H:4]([CH3:34])[O:5][C:6]1[CH:7]=[C:8]([CH:20]=[C:21]([C:23]2[NH:24][C:25]([C:28]3[O:29][C@@H:30]([CH3:33])[CH2:31][N:32]=3)=[CH:26][CH:27]=2)[CH:22]=1)[O:9][C:10]1[CH:11]=[CH:12][C:13]([C:16]([NH:18][CH3:19])=[O:17])=[N:14][CH:15]=1. The yield is 0.690. (3) The reactants are [CH3:1][O:2][C:3]1[CH:10]=[CH:9][C:8]([C:11]2[C:19]3[C:14](=[N:15][CH:16]=[CH:17][CH:18]=3)[NH:13][CH:12]=2)=[CH:7][C:4]=1[C:5]#[N:6].C(=O)([O-])[O-:21].[K+].[K+].OO. The catalyst is CS(C)=O.O. The product is [CH3:1][O:2][C:3]1[CH:10]=[CH:9][C:8]([C:11]2[C:19]3[C:14](=[N:15][CH:16]=[CH:17][CH:18]=3)[NH:13][CH:12]=2)=[CH:7][C:4]=1[C:5]([NH2:6])=[O:21]. The yield is 0.880. (4) The reactants are [CH3:1][C:2]1[CH:3]=[C:4]([CH:6]=[C:7]([CH3:9])[CH:8]=1)[NH2:5].C(N(CC)CC)C.[F:17][C:18]1[CH:23]=[C:22]([F:24])[CH:21]=[CH:20][C:19]=1[S:25](Cl)(=[O:27])=[O:26]. The catalyst is C(Cl)Cl. The product is [CH3:1][C:2]1[CH:3]=[C:4]([NH:5][S:25]([C:19]2[CH:20]=[CH:21][C:22]([F:24])=[CH:23][C:18]=2[F:17])(=[O:27])=[O:26])[CH:6]=[C:7]([CH3:9])[CH:8]=1. The yield is 0.990. (5) The reactants are [CH2:1]([O:8][CH:9]1[CH2:14][CH:13]([O:15][Si:16]([C:19]([CH3:22])([CH3:21])[CH3:20])([CH3:18])[CH3:17])[C:12](=[CH:23][C:24]#N)[CH:11]([O:26][Si:27]([C:30]([CH3:33])([CH3:32])[CH3:31])([CH3:29])[CH3:28])[CH2:10]1)[C:2]1[CH:7]=[CH:6][CH:5]=[CH:4][CH:3]=1.[H-].C([Al+]CC(C)C)C(C)C.C(C(C(C([O-])=O)O)O)([O-])=[O:45].[Na+].[K+]. The catalyst is C1(C)C=CC=CC=1. The product is [CH2:1]([O:8][CH:9]1[CH2:14][CH:13]([O:15][Si:16]([C:19]([CH3:22])([CH3:21])[CH3:20])([CH3:18])[CH3:17])[C:12](=[CH:23][CH:24]=[O:45])[CH:11]([O:26][Si:27]([C:30]([CH3:33])([CH3:32])[CH3:31])([CH3:29])[CH3:28])[CH2:10]1)[C:2]1[CH:7]=[CH:6][CH:5]=[CH:4][CH:3]=1. The yield is 0.930. (6) The reactants are C[C:2]1([C:17](O)=O)[CH2:7][CH2:6][CH:5]([O:8][CH2:9][O:10][CH2:11][CH2:12][Si:13]([CH3:16])([CH3:15])[CH3:14])[CH2:4][CH2:3]1.C1C=CC(P([N:34]=[N+]=[N-])(C2C=CC=CC=2)=O)=CC=1.[C:37]([OH:41])(C)(C)C. No catalyst specified. The product is [N:34]([C:2]1([CH3:17])[CH2:3][CH2:4][CH:5]([O:8][CH2:9][O:10][CH2:11][CH2:12][Si:13]([CH3:14])([CH3:15])[CH3:16])[CH2:6][CH2:7]1)=[C:37]=[O:41]. The yield is 0.490. (7) The reactants are C1(C[O:8][C:9](=[O:89])[CH2:10][N:11]2[CH2:22][CH2:21][N:20]([CH2:23][C:24]([N:26]([CH2:47][CH2:48][O:49][C:50](=[O:66])[CH2:51][CH2:52][CH2:53][CH2:54][CH2:55][CH2:56][CH2:57][CH2:58][CH2:59][CH2:60][CH2:61][CH2:62][CH2:63][CH2:64][CH3:65])[CH2:27][CH2:28][O:29][C:30](=[O:46])[CH2:31][CH2:32][CH2:33][CH2:34][CH2:35][CH2:36][CH2:37][CH2:38][CH2:39][CH2:40][CH2:41][CH2:42][CH2:43][CH2:44][CH3:45])=[O:25])[CH2:19][CH2:18][N:17]([CH2:67][C:68]([O:70]CC3C=CC=CC=3)=[O:69])[CH2:16][CH2:15][N:14]([CH2:78][C:79]([O:81]CC3C=CC=CC=3)=[O:80])[CH2:13][CH2:12]2)C=CC=CC=1. The catalyst is CCO.[Pd]. The product is [O:66]=[C:50]([O:49][CH2:48][CH2:47][N:26]([CH2:27][CH2:28][O:29][C:30](=[O:46])[CH2:31][CH2:32][CH2:33][CH2:34][CH2:35][CH2:36][CH2:37][CH2:38][CH2:39][CH2:40][CH2:41][CH2:42][CH2:43][CH2:44][CH3:45])[C:24](=[O:25])[CH2:23][N:20]1[CH2:21][CH2:22][N:11]([CH2:10][C:9]([OH:89])=[O:8])[CH2:12][CH2:13][N:14]([CH2:78][C:79]([OH:81])=[O:80])[CH2:15][CH2:16][N:17]([CH2:67][C:68]([OH:70])=[O:69])[CH2:18][CH2:19]1)[CH2:51][CH2:52][CH2:53][CH2:54][CH2:55][CH2:56][CH2:57][CH2:58][CH2:59][CH2:60][CH2:61][CH2:62][CH2:63][CH2:64][CH3:65]. The yield is 0.930.